This data is from Experimentally validated miRNA-target interactions with 360,000+ pairs, plus equal number of negative samples. The task is: Binary Classification. Given a miRNA mature sequence and a target amino acid sequence, predict their likelihood of interaction. (1) Result: 0 (no interaction). The protein sequence of the target gene is MAEAASGAGGTSLEGERGKRPPPEGEPAAPASGVLDKLFGKRLLQAGRYLVSHKAWMKTVPTENCDVLMTFPDTTDDHTLLWLLNHIRVGIPELIVQVRHHRHTRAYAFFVTATYESLLRGADELGLRKAVKAEFGGGTRGFSCEEDFIYENVESELRFFTSQERQSIIRFWLQNLRAKQGEALHNVRFLEDQPIIPELAARGIIQQVFPVHEQRILNRLMKSWVQAVCENQPLDDICDYFGVKIAMYFAWLGFYTSAMVYPAVFGSVLYTFTEADQTSRDVSCVVFALFNVIWSTLFLE.... The miRNA is mmu-miR-1904 with sequence GUUCUGCUCCUCUGGAGGGAGG. (2) The miRNA is ath-miR159a with sequence UUUGGAUUGAAGGGAGCUCUA. The protein sequence of the target gene is MASGACQGCEEEEEEEALKKLIVRLNNVQEGKQIETLLQLLEDMLVFTYSDRASKLFEDKNFHVPLLIVLDSYMRVASVQQAGWSLLCKLIEVCPGTLQSLIGPQDIGNDWEVLGIHRLILKMLTVHHANVNLSIVGLKALDLLLDSGKLTLLILDEECDIFLLIFDAMHRYSANDEVQKLGCKALHVLFERVSEEQLTEFVENKDYTILLSTFGSFRRDKEIVYHVLCCLHSLAVTCSNVEVLMSGNVRCYNLVVEAMKAFPTNENIQEVSCSLFQKLTLGNFFNILVLNEVHVFVVKA.... Result: 0 (no interaction). (3) The miRNA is hsa-miR-4277 with sequence GCAGUUCUGAGCACAGUACAC. The protein sequence of the target gene is MGPNDHGFAYILIFLLLSPPTHANRDANRLFEDLIADYNKLVRPVSENGETLVVTFKLKLSQLLDVHEKNQIMTTNVWLQHSWMDYKLRWDPVEYGGVEVLYVPSDTIWLPDVVLYNNADGNYQVTIMTKAKLTYNGTVEWAPPAIYKSMCQIDVEFFPFDRQQCEMKFGSWTYGGLEVDLQHRDKHLEKEIEEDVEGVDGPTKEIVWVVDRGIDLSDYYPSVEWDILNVPGKRHSKRYPCCESPFIDITYEIHLRRKTLFYTVNLIFPSVGISFLTALVFYLPSDGGEKISLCISILIS.... Result: 0 (no interaction). (4) The miRNA is hsa-miR-34a-5p with sequence UGGCAGUGUCUUAGCUGGUUGU. The protein sequence of the target gene is MSGVRGLSRLLSARRLALAKAWPTVLQTGTRGFHFTVDGNKRASAKVSDSISAQYPVVDHEFDAVVVGAGGAGLRAAFGLSEAGFNTACVTKLFPTRSHTVAAQGGINAALGNMEEDNWRWHFYDTVKGSDWLGDQDAIHYMTEQAPAAVVELENYGMPFSRTEDGKIYQRAFGGQSLKFGKGGQAHRCCCVADRTGHSLLHTLYGRSLRYDTSYFVEYFALDLLMENGECRGVIALCIEDGSIHRIRAKNTVVATGGYGRTYFSCTSAHTSTGDGTAMITRAGLPCQDLEFVQFHPTGI.... Result: 0 (no interaction).